Dataset: Forward reaction prediction with 1.9M reactions from USPTO patents (1976-2016). Task: Predict the product of the given reaction. The product is: [N:17]1([C:15]2[N:14]=[CH:13][N:12]=[C:11]3[NH:10][N:9]=[C:8]([C:6]4[CH:5]=[CH:4][N:3]=[C:2]([NH2:1])[CH:7]=4)[C:16]=23)[CH2:18][CH2:19][NH:20][CH2:21][CH2:22]1. Given the reactants [NH2:1][C:2]1[CH:7]=[C:6]([C:8]2[C:16]3[C:11](=[N:12][CH:13]=[N:14][C:15]=3[N:17]3[CH2:22][CH2:21][N:20](C(OC(C)(C)C)=O)[CH2:19][CH2:18]3)[N:10](COCC[Si](C)(C)C)[N:9]=2)[CH:5]=[CH:4][N:3]=1.Cl, predict the reaction product.